From a dataset of Full USPTO retrosynthesis dataset with 1.9M reactions from patents (1976-2016). Predict the reactants needed to synthesize the given product. (1) Given the product [C:1]([O:5][C:6]([N:8]1[CH2:13][CH2:12][C:11](=[C:53]([C:52]2[CH:36]=[CH:35][CH:34]=[CH:55][CH:51]=2)[C:19]2[N:20]=[CH:21][N:22]([CH3:24])[CH:23]=2)[CH2:10][CH2:9]1)=[O:7])([CH3:4])([CH3:2])[CH3:3], predict the reactants needed to synthesize it. The reactants are: [C:1]([O:5][C:6]([N:8]1[CH2:13][CH2:12][CH2:11][CH2:10][CH2:9]1)=[O:7])([CH3:4])([CH3:3])[CH3:2].C([Sn](CCCC)(CCCC)[C:19]1[N:20]=[CH:21][N:22]([CH3:24])[CH:23]=1)CCC.O1C=[CH:36][CH:35]=[C:34]1P(C1OC=CC=1)C1OC=CC=1.[F-].[K+].[CH2:51]1[CH2:55]O[CH2:53][CH2:52]1. (2) Given the product [C@@H:1]1([CH2:9][OH:10])[CH2:5][CH2:4][CH2:3][C@H:2]1[CH2:6][OH:7], predict the reactants needed to synthesize it. The reactants are: [C@@H:1]1([C:9](O)=[O:10])[CH2:5][CH2:4][CH2:3][C@H:2]1[C:6](O)=[O:7]. (3) Given the product [F:9][C:10]1[CH:11]=[CH:12][C:13]([N+:24]([O-:26])=[O:25])=[C:14]([CH:23]=1)[O:15][C@H:16]1[CH2:17][CH2:18][C@H:19]([NH:22][C:1](=[O:3])[CH3:2])[CH2:20][CH2:21]1, predict the reactants needed to synthesize it. The reactants are: [C:1](OC(=O)C)(=[O:3])[CH3:2].Cl.[F:9][C:10]1[CH:11]=[CH:12][C:13]([N+:24]([O-:26])=[O:25])=[C:14]([CH:23]=1)[O:15][C@H:16]1[CH2:21][CH2:20][C@H:19]([NH2:22])[CH2:18][CH2:17]1.C(N(CC)CC)C.C(=O)([O-])[O-].[K+].[K+].